From a dataset of Forward reaction prediction with 1.9M reactions from USPTO patents (1976-2016). Predict the product of the given reaction. (1) The product is: [C:1]([C:3]1[C:4]([N:18]2[CH2:23][CH2:22][N:21]([C:25]([NH:24][C:27]3[CH:32]=[CH:31][CH:30]=[C:29]([N+:33]([O-:35])=[O:34])[CH:28]=3)=[O:26])[CH2:20][CH2:19]2)=[N:5][C:6]([C:14]([F:15])([F:17])[F:16])=[C:7]([CH:13]=1)[C:8]([O:10][CH2:11][CH3:12])=[O:9])#[N:2]. Given the reactants [C:1]([C:3]1[C:4]([N:18]2[CH2:23][CH2:22][NH:21][CH2:20][CH2:19]2)=[N:5][C:6]([C:14]([F:17])([F:16])[F:15])=[C:7]([CH:13]=1)[C:8]([O:10][CH2:11][CH3:12])=[O:9])#[N:2].[N:24]([C:27]1[CH:32]=[CH:31][CH:30]=[C:29]([N+:33]([O-:35])=[O:34])[CH:28]=1)=[C:25]=[O:26], predict the reaction product. (2) Given the reactants Br[C:2]1[CH:3]=[C:4]([CH:9]=[CH:10][C:11]=1[CH3:12])[C:5]([O:7][CH3:8])=[O:6].[B:13]1([B:13]2[O:17][C:16]([CH3:19])([CH3:18])[C:15]([CH3:21])([CH3:20])[O:14]2)[O:17][C:16]([CH3:19])([CH3:18])[C:15]([CH3:21])([CH3:20])[O:14]1.C([O-])(=O)C.[K+].O, predict the reaction product. The product is: [CH3:12][C:11]1[CH:10]=[CH:9][C:4]([C:5]([O:7][CH3:8])=[O:6])=[CH:3][C:2]=1[B:13]1[O:17][C:16]([CH3:19])([CH3:18])[C:15]([CH3:21])([CH3:20])[O:14]1. (3) Given the reactants [H-].[Na+].[Cl:3][C:4]1[N:5]=[C:6]2[C:11](=[CH:12][CH:13]=1)[N:10]=[CH:9][C:8]([C:14]([NH:16][CH2:17][C:18]1[CH:23]=[CH:22][C:21]([O:24][CH3:25])=[CH:20][CH:19]=1)=[O:15])=[C:7]2[NH:26][C:27]1[CH:32]=[CH:31][C:30]([C:33]([C:36]#[N:37])([CH3:35])[CH3:34])=[CH:29][CH:28]=1.Cl[C:39](OCC)=[O:40].O, predict the reaction product. The product is: [Cl:3][C:4]1[CH:13]=[CH:12][C:11]2[N:10]=[CH:9][C:8]3[C:14](=[O:15])[N:16]([CH2:17][C:18]4[CH:19]=[CH:20][C:21]([O:24][CH3:25])=[CH:22][CH:23]=4)[C:39](=[O:40])[N:26]([C:27]4[CH:28]=[CH:29][C:30]([C:33]([CH3:34])([CH3:35])[C:36]#[N:37])=[CH:31][CH:32]=4)[C:7]=3[C:6]=2[N:5]=1. (4) Given the reactants [Br:1][C:2]1[CH:9]=[CH:8][C:5]([NH:6][CH3:7])=[CH:4][CH:3]=1.C([O-])([O-])=O.[K+].[K+].Br[CH2:17][CH2:18][OH:19], predict the reaction product. The product is: [Br:1][C:2]1[CH:9]=[CH:8][C:5]([N:6]([CH3:7])[CH2:17][CH2:18][OH:19])=[CH:4][CH:3]=1.